From a dataset of Full USPTO retrosynthesis dataset with 1.9M reactions from patents (1976-2016). Predict the reactants needed to synthesize the given product. (1) Given the product [Br:1][C:2]1[C:13]2[C:5](=[CH:6][C:7]([C:16]3[CH:21]=[CH:20][CH:19]=[CH:18][C:17]=3[Cl:22])=[C:8]3[C:12]=2[C:11](=[O:14])[NH:10][C:9]3=[O:15])[N:4]([CH2:23][CH2:24][CH2:25][OH:26])[CH:3]=1, predict the reactants needed to synthesize it. The reactants are: [Br:1][C:2]1[C:13]2[C:5](=[CH:6][C:7]([C:16]3[CH:21]=[CH:20][CH:19]=[CH:18][C:17]=3[Cl:22])=[C:8]3[C:12]=2[C:11](=[O:14])[NH:10][C:9]3=[O:15])[N:4]([CH2:23][CH2:24][CH2:25][O:26]C)[CH:3]=1.B(Br)(Br)Br. (2) Given the product [Cl:1][C:2]1[C:3]([C:10]([OH:12])=[O:11])=[N:4][C:5]([O:14][CH3:13])=[C:6]([Cl:8])[CH:7]=1, predict the reactants needed to synthesize it. The reactants are: [Cl:1][C:2]1[C:3]([C:10]([OH:12])=[O:11])=[N:4][C:5](Cl)=[C:6]([Cl:8])[CH:7]=1.[CH3:13][O:14][Na]. (3) The reactants are: [NH2:1][C:2]1[C:7]([NH2:8])=[CH:6][CH:5]=[CH:4][N:3]=1.[C:9]([OH:13])(=[O:12])[CH2:10]O.C(O)(=O)C(C)O.[Mn]([O-])(=O)(=O)=O.[K+]. Given the product [N:8]1[C:7]2[C:2](=[N:3][CH:4]=[CH:5][CH:6]=2)[NH:1][C:10]=1[C:9]([OH:13])=[O:12], predict the reactants needed to synthesize it. (4) Given the product [Cl:28][C:20]1[CH:19]=[C:18]([S:17][C:8]2[C:7]([CH3:29])=[C:6]([CH2:5][C:4]([OH:30])=[O:3])[N:14]3[C:9]=2[CH:10]=[C:11]([C:15]#[N:16])[CH:12]=[CH:13]3)[CH:23]=[CH:22][C:21]=1[S:24]([CH3:27])(=[O:26])=[O:25], predict the reactants needed to synthesize it. The reactants are: C([O:3][C:4](=[O:30])[CH2:5][C:6]1[N:14]2[C:9]([CH:10]=[C:11]([C:15]#[N:16])[CH:12]=[CH:13]2)=[C:8]([S:17][C:18]2[CH:23]=[CH:22][C:21]([S:24]([CH3:27])(=[O:26])=[O:25])=[C:20]([Cl:28])[CH:19]=2)[C:7]=1[CH3:29])C.O1CCCC1.[OH-].[Li+].Cl.